Dataset: Full USPTO retrosynthesis dataset with 1.9M reactions from patents (1976-2016). Task: Predict the reactants needed to synthesize the given product. (1) Given the product [CH:7]1([NH:6][C:5]2([CH2:13][OH:12])[CH2:1][CH2:2][CH2:3][CH2:4]2)[CH2:11][CH2:10][CH2:9][CH2:8]1, predict the reactants needed to synthesize it. The reactants are: [CH2:1]1[C:5]2([CH2:13][O:12][C:7]3([CH2:11][CH2:10][CH2:9][CH2:8]3)[NH:6]2)[CH2:4][CH2:3][CH2:2]1.[BH4-].[Na+]. (2) Given the product [CH3:16][O:17][N:18]=[CH:13][C:10]1[CH:11]=[CH:12][N:8]([C:3]2[C:2]([Cl:1])=[CH:7][CH:6]=[CH:5][N:4]=2)[N:9]=1, predict the reactants needed to synthesize it. The reactants are: [Cl:1][C:2]1[C:3]([N:8]2[CH:12]=[CH:11][C:10]([CH:13]=O)=[N:9]2)=[N:4][CH:5]=[CH:6][CH:7]=1.Cl.[CH3:16][O:17][NH2:18]. (3) Given the product [CH2:29]([O:28][C:24]1[CH:23]=[C:22]([C:17]2[C:16]3[CH:15]=[C:14]([C:31]([O:33][CH3:34])=[O:32])[N:13]([CH2:12][CH2:11][O:10][C:9]4[CH:8]=[CH:7][C:6]([OH:5])=[CH:36][CH:35]=4)[C:21]=3[CH:20]=[CH:19][N:18]=2)[CH:27]=[CH:26][CH:25]=1)[CH3:30], predict the reactants needed to synthesize it. The reactants are: C([O:5][C:6]1[CH:36]=[CH:35][C:9]([O:10][CH2:11][CH2:12][N:13]2[C:21]3[CH:20]=[CH:19][N:18]=[C:17]([C:22]4[CH:27]=[CH:26][CH:25]=[C:24]([O:28][CH2:29][CH3:30])[CH:23]=4)[C:16]=3[CH:15]=[C:14]2[C:31]([O:33][CH3:34])=[O:32])=[CH:8][CH:7]=1)(C)(C)C. (4) Given the product [C:1]([O:5][C:6](=[O:20])[N:7]([CH2:9][C:10]1[C:11]([Br:19])=[CH:12][CH:13]=[CH:14][C:15]=1[NH2:16])[CH3:8])([CH3:4])([CH3:2])[CH3:3], predict the reactants needed to synthesize it. The reactants are: [C:1]([O:5][C:6](=[O:20])[N:7]([CH2:9][C:10]1[C:15]([N+:16]([O-])=O)=[CH:14][CH:13]=[CH:12][C:11]=1[Br:19])[CH3:8])([CH3:4])([CH3:3])[CH3:2].NN. (5) Given the product [OH:3][C:4]1[C:5]([C:20]([OH:22])=[O:21])=[N:6][C:7]([N:14]([CH3:19])[S:15]([CH3:18])(=[O:17])=[O:16])=[C:8]2[C:13]=1[N:12]=[CH:11][CH:10]=[CH:9]2, predict the reactants needed to synthesize it. The reactants are: [OH-].[Na+].[OH:3][C:4]1[C:5]([C:20]([O:22]C)=[O:21])=[N:6][C:7]([N:14]([CH3:19])[S:15]([CH3:18])(=[O:17])=[O:16])=[C:8]2[C:13]=1[N:12]=[CH:11][CH:10]=[CH:9]2.Cl. (6) Given the product [CH2:1]([O:3][C:4]([C:6]1[N:7]([C:27]2[CH:28]=[CH:29][C:30]([O:33][CH:34]([CH3:35])[CH3:36])=[CH:31][CH:32]=2)[C:8]2[C:13]([C:14]=1[CH2:15][N:39]([CH3:40])[CH3:38])=[CH:12][C:11]([C:17]1[CH:22]=[CH:21][C:20]([C:23]([CH3:25])([CH3:24])[CH3:26])=[CH:19][CH:18]=1)=[CH:10][CH:9]=2)=[O:5])[CH3:2], predict the reactants needed to synthesize it. The reactants are: [CH2:1]([O:3][C:4]([C:6]1[N:7]([C:27]2[CH:32]=[CH:31][C:30]([O:33][CH:34]([CH3:36])[CH3:35])=[CH:29][CH:28]=2)[C:8]2[C:13]([C:14]=1[CH:15]=O)=[CH:12][C:11]([C:17]1[CH:22]=[CH:21][C:20]([C:23]([CH3:26])([CH3:25])[CH3:24])=[CH:19][CH:18]=1)=[CH:10][CH:9]=2)=[O:5])[CH3:2].[Cl-].[CH3:38][NH2+:39][CH3:40].C([O-])(=O)C.[Na+].[BH3-]C#N.[Na+]. (7) The reactants are: [OH-].[Na+].[CH2:3]([NH:6][C:7](=[O:29])[NH:8][C:9]1[S:10][C:11]2[C:16]([N:17]=1)=[CH:15][C:14]([C:18]1[CH:19]=[N:20][CH:21]=[C:22]([CH:28]=1)[C:23]([O:25]CC)=[O:24])=[CH:13][N:12]=2)[CH:4]=[CH2:5]. Given the product [CH2:3]([NH:6][C:7](=[O:29])[NH:8][C:9]1[S:10][C:11]2[C:16]([N:17]=1)=[CH:15][C:14]([C:18]1[CH:19]=[N:20][CH:21]=[C:22]([CH:28]=1)[C:23]([OH:25])=[O:24])=[CH:13][N:12]=2)[CH:4]=[CH2:5], predict the reactants needed to synthesize it. (8) Given the product [NH2:22][C@@H:10]1[C:9]2[CH:30]=[C:5]([CH:6]=[CH:7][CH:8]=2)[C:4]2[N:3]([CH:2]([F:1])[F:31])[N:19]=[CH:18][C:17]=2[NH:16][C:15](=[O:20])[C@H:14]([CH3:21])[CH2:13][CH2:12][CH2:11]1, predict the reactants needed to synthesize it. The reactants are: [F:1][CH:2]([F:31])[N:3]1[N:19]=[CH:18][C:17]2[NH:16][C:15](=[O:20])[C@H:14]([CH3:21])[CH2:13][CH2:12][CH2:11][C@H:10]([NH:22]C(=O)OC(C)(C)C)[C:9]3[CH:30]=[C:5]([CH:6]=[CH:7][CH:8]=3)[C:4]1=2.C(O)(C(F)(F)F)=O.